This data is from Catalyst prediction with 721,799 reactions and 888 catalyst types from USPTO. The task is: Predict which catalyst facilitates the given reaction. (1) Reactant: [H-].[H-].[H-].[H-].[Li+].[Al+3].[CH3:7][C:8]1[O:12][C:11]([C:13]2[CH:14]=[C:15]([CH:19]=[CH:20][CH:21]=2)[C:16](O)=[O:17])=[N:10][CH:9]=1.Cl. Product: [CH3:7][C:8]1[O:12][C:11]([C:13]2[CH:14]=[C:15]([CH2:16][OH:17])[CH:19]=[CH:20][CH:21]=2)=[N:10][CH:9]=1. The catalyst class is: 1. (2) Reactant: [C:1]([N:4]1[C:13]2[C:8](=[CH:9][C:10]([C:14]3[CH:19]=[CH:18][C:17]([CH2:20]Cl)=[CH:16][CH:15]=3)=[CH:11][CH:12]=2)[CH:7]([NH:22][C:23](=[O:27])[O:24][CH2:25][CH3:26])[CH2:6][CH:5]1[CH3:28])(=[O:3])[CH3:2].[NH:29]1[CH2:34][CH2:33][CH2:32][CH2:31][CH2:30]1.C(=O)([O-])[O-].[K+].[K+]. Product: [C:1]([N:4]1[C:13]2[C:8](=[CH:9][C:10]([C:14]3[CH:19]=[CH:18][C:17]([CH2:20][N:29]4[CH2:34][CH2:33][CH2:32][CH2:31][CH2:30]4)=[CH:16][CH:15]=3)=[CH:11][CH:12]=2)[C@H:7]([NH:22][C:23](=[O:27])[O:24][CH2:25][CH3:26])[CH2:6][C@@H:5]1[CH3:28])(=[O:3])[CH3:2]. The catalyst class is: 10. (3) Reactant: [F:1][C:2]1[CH:10]=[C:9]2[C:5]([C:6]([C:20]3[CH:21]=[CH:22][C:23]4[N:27]=[C:26]([CH2:28][NH:29][C:30](=[O:32])[O-:31])[NH:25][C:24]=4[CH:33]=3)=[CH:7][N:8]2S(C2C=CC=CC=2)(=O)=O)=[CH:4][CH:3]=1.[OH-].[Na+]. Product: [C:5]([O:31][C:30](=[O:32])[NH:29][CH2:28][C:26]1[NH:25][C:24]2[CH:33]=[C:20]([C:6]3[C:5]4[C:9](=[CH:10][C:2]([F:1])=[CH:3][CH:4]=4)[NH:8][CH:7]=3)[CH:21]=[CH:22][C:23]=2[N:27]=1)([CH3:9])([CH3:6])[CH3:4]. The catalyst class is: 5. (4) Reactant: [Cl:1][C:2]1[CH:9]=[CH:8][C:5]([CH:6]=O)=[CH:4][CH:3]=1.[CH3:10][N:11]([CH3:19])[C:12]1[CH:17]=[CH:16][C:15]([NH2:18])=[CH:14][CH:13]=1.CC(O)=O. Product: [Cl:1][C:2]1[CH:9]=[CH:8][C:5](/[CH:6]=[N:18]/[C:15]2[CH:16]=[CH:17][C:12]([N:11]([CH3:19])[CH3:10])=[CH:13][CH:14]=2)=[CH:4][CH:3]=1. The catalyst class is: 14. (5) Reactant: [C:1]([NH:4][CH2:5][CH2:6][NH2:7])(=[O:3])[CH3:2].[Cl:8][C:9]1[CH:14]=[C:13](Cl)[N:12]=[C:11]([C:16]2[CH:21]=[CH:20][C:19]([Cl:22])=[CH:18][CH:17]=2)[N:10]=1.C(N(CC)CC)C. Product: [Cl:8][C:9]1[N:10]=[C:11]([C:16]2[CH:21]=[CH:20][C:19]([Cl:22])=[CH:18][CH:17]=2)[N:12]=[C:13]([NH:7][CH2:6][CH2:5][NH:4][C:1](=[O:3])[CH3:2])[CH:14]=1. The catalyst class is: 8. (6) Reactant: [NH:1]1[C:9]2[C:4](=[CH:5][CH:6]=[CH:7][CH:8]=2)[C:3]([N:10]2[CH2:15][CH2:14][N:13](C(OC(C)(C)C)=O)[CH2:12][CH2:11]2)=[CH:2]1.C[Si]([N-][Si](C)(C)C)(C)C.[Na+].[O:33]=[C:34]1[NH:39][C:38]2[CH:40]=[CH:41][C:42]([S:44](Cl)(=[O:46])=[O:45])=[CH:43][C:37]=2[O:36][CH2:35]1. Product: [N:10]1([C:3]2[C:4]3[C:9](=[CH:8][CH:7]=[CH:6][CH:5]=3)[N:1]([S:44]([C:42]3[CH:41]=[CH:40][C:38]4[NH:39][C:34](=[O:33])[CH2:35][O:36][C:37]=4[CH:43]=3)(=[O:46])=[O:45])[CH:2]=2)[CH2:11][CH2:12][NH:13][CH2:14][CH2:15]1. The catalyst class is: 7.